Dataset: Peptide-MHC class II binding affinity with 134,281 pairs from IEDB. Task: Regression. Given a peptide amino acid sequence and an MHC pseudo amino acid sequence, predict their binding affinity value. This is MHC class II binding data. (1) The peptide sequence is DGTYDITKLGAKPDG. The MHC is DRB1_0701 with pseudo-sequence DRB1_0701. The binding affinity (normalized) is 0.114. (2) The peptide sequence is YDKILANVSTVLTGK. The MHC is DRB1_1602 with pseudo-sequence DRB1_1602. The binding affinity (normalized) is 0.704. (3) The peptide sequence is NNLMMIEQYPYVVIM. The MHC is DRB1_1101 with pseudo-sequence DRB1_1101. The binding affinity (normalized) is 0.239. (4) The MHC is HLA-DPA10103-DPB10401 with pseudo-sequence HLA-DPA10103-DPB10401. The peptide sequence is LSPISNMVSMANNHV. The binding affinity (normalized) is 0.111. (5) The peptide sequence is MLEKTKEDLFGKKNL. The MHC is DRB3_0101 with pseudo-sequence DRB3_0101. The binding affinity (normalized) is 0. (6) The peptide sequence is SQDLELSWNLNGLQPY. The MHC is DRB1_1302 with pseudo-sequence DRB1_1302. The binding affinity (normalized) is 0.518. (7) The peptide sequence is LNIKLNMPLYIAGNK. The MHC is HLA-DPA10201-DPB10101 with pseudo-sequence HLA-DPA10201-DPB10101. The binding affinity (normalized) is 0.534.